Dataset: Reaction yield outcomes from USPTO patents with 853,638 reactions. Task: Predict the reaction yield, written as a fraction of the theoretical maximum amount of product (1.0 means a 100% yield; for example, 0.34 means a 34% yield). (1) The reactants are [CH3:1][O:2][C:3]1[C:8]([CH3:9])=[CH:7][CH:6]=[CH:5][C:4]=1[C:10](O)([CH3:12])[CH3:11].[CH2:14]([O:16][C:17](=[O:25])[C:18]([O:20][Si](C)(C)C)=[CH2:19])[CH3:15].[Sn](Cl)(Cl)(Cl)Cl.C(=O)([O-])[O-].[K+].[K+]. The catalyst is ClCCl. The product is [CH2:14]([O:16][C:17](=[O:25])[C:18](=[O:19])[CH2:20][C:10]([C:4]1[CH:5]=[CH:6][CH:7]=[C:8]([CH3:9])[C:3]=1[O:2][CH3:1])([CH3:12])[CH3:11])[CH3:15]. The yield is 0.416. (2) The reactants are [Si:1]([O:8][CH2:9][CH2:10][NH:11][C:12]1[CH:17]=[C:16]([C:18]([F:21])([F:20])[F:19])[CH:15]=[C:14]([C:22]([F:25])([F:24])[F:23])[CH:13]=1)([C:4]([CH3:7])([CH3:6])[CH3:5])([CH3:3])[CH3:2].[CH3:26][C:27]([O:30][C:31](O[C:31]([O:30][C:27]([CH3:29])([CH3:28])[CH3:26])=[O:32])=[O:32])([CH3:29])[CH3:28].C(N(CC)CC)C.CN(C1C=CC=CN=1)C. The catalyst is CC(N(C)C)=O.O. The product is [F:25][C:22]([F:23])([F:24])[C:14]1[CH:13]=[C:12]([N:11]([CH2:10][CH2:9][O:8][Si:1]([C:4]([CH3:7])([CH3:6])[CH3:5])([CH3:3])[CH3:2])[C:31](=[O:32])[O:30][C:27]([CH3:29])([CH3:28])[CH3:26])[CH:17]=[C:16]([C:18]([F:21])([F:19])[F:20])[CH:15]=1. The yield is 0.880. (3) No catalyst specified. The yield is 0.550. The product is [Cl:23][C:17]1[CH:18]=[C:19]([Cl:22])[CH:20]=[CH:21][C:16]=1[C:14]1[N:13]=[C:12](/[CH:24]=[CH:25]/[C:26]2[CH:31]=[CH:30][C:29]([C:32]3[CH:33]=[N:34][C:35]([OH:38])=[CH:36][CH:37]=3)=[CH:28][CH:27]=2)[N:11]([CH2:10][C:7]2[CH:6]=[CH:5][C:4]([C:3]([OH:40])=[O:2])=[CH:9][CH:8]=2)[CH:15]=1. The reactants are C[O:2][C:3](=[O:40])[C:4]1[CH:9]=[CH:8][C:7]([CH2:10][N:11]2[CH:15]=[C:14]([C:16]3[CH:21]=[CH:20][C:19]([Cl:22])=[CH:18][C:17]=3[Cl:23])[N:13]=[C:12]2/[CH:24]=[CH:25]/[C:26]2[CH:31]=[CH:30][C:29]([C:32]3[CH:33]=[N:34][C:35]([O:38]C)=[CH:36][CH:37]=3)=[CH:28][CH:27]=2)=[CH:6][CH:5]=1.B(Br)(Br)Br. (4) The reactants are [N:1]([C:4]1([CH:20]([CH3:23])[CH2:21][OH:22])[C:17]2[CH:16]=[C:15]([Cl:18])[N:14]=[CH:13][C:12]=2[O:11][C:10]2[C:5]1=[CH:6][C:7]([Br:19])=[CH:8][CH:9]=2)=[N+]=[N-].[H-].[H-].[H-].[H-].[Li+].[Al+3].[O-]S([O-])(=O)=O.[Na+].[Na+]. The catalyst is C1COCC1. The product is [NH2:1][C:4]1([CH:20]([CH3:23])[CH2:21][OH:22])[C:17]2[CH:16]=[C:15]([Cl:18])[N:14]=[CH:13][C:12]=2[O:11][C:10]2[C:5]1=[CH:6][C:7]([Br:19])=[CH:8][CH:9]=2. The yield is 0.700.